The task is: Predict the reactants needed to synthesize the given product.. This data is from Full USPTO retrosynthesis dataset with 1.9M reactions from patents (1976-2016). (1) Given the product [Cl:1][C:2]1[CH:7]=[CH:6][C:5]([C:8]2[S:9][C:10]3[C:11](=[O:36])[N:12]([C:17]4[CH:18]=[C:19]5[C:23](=[CH:24][CH:25]=4)[NH:22][CH:21]=[CH:20]5)[CH2:13][CH2:14][C:15]=3[N:16]=2)=[CH:4][CH:3]=1, predict the reactants needed to synthesize it. The reactants are: [Cl:1][C:2]1[CH:7]=[CH:6][C:5]([C:8]2[S:9][C:10]3[C:11](=[O:36])[N:12]([C:17]4[CH:18]=[C:19]5[C:23](=[CH:24][CH:25]=4)[N:22]([Si](C(C)C)(C(C)C)C(C)C)[CH:21]=[CH:20]5)[CH2:13][CH2:14][C:15]=3[N:16]=2)=[CH:4][CH:3]=1.[F-].C([N+](CCCC)(CCCC)CCCC)CCC. (2) Given the product [F:15][C:14]([F:17])([F:16])[C:13]1[N:1]=[C:2]([CH:3]([CH3:9])[C:4]([O:6][CH2:7][CH3:8])=[O:5])[S:10][CH:12]=1, predict the reactants needed to synthesize it. The reactants are: [NH2:1][C:2](=[S:10])[CH:3]([CH3:9])[C:4]([O:6][CH2:7][CH3:8])=[O:5].Br[CH2:12][C:13](=O)[C:14]([F:17])([F:16])[F:15].C([O-])(O)=O.[Na+]. (3) Given the product [F:19][C:16]([F:17])([F:18])[C:13]1[N:11]2[N:12]=[C:7]([N:1]3[CH2:2][CH2:3][N:4]([CH2:30][C:22]4[CH:21]=[N:20][C:29]5[C:24]([CH:23]=4)=[CH:25][CH:26]=[CH:27][CH:28]=5)[CH2:5][CH2:6]3)[CH:8]=[CH:9][C:10]2=[N:15][N:14]=1, predict the reactants needed to synthesize it. The reactants are: [N:1]1([C:7]2[CH:8]=[CH:9][C:10]3[N:11]([C:13]([C:16]([F:19])([F:18])[F:17])=[N:14][N:15]=3)[N:12]=2)[CH2:6][CH2:5][NH:4][CH2:3][CH2:2]1.[N:20]1[C:29]2[C:24](=[CH:25][CH:26]=[CH:27][CH:28]=2)[CH:23]=[C:22]([CH:30]=O)[CH:21]=1. (4) Given the product [CH3:1][N:2]([CH2:15][CH2:16][O:17][CH3:18])[C:3]([C:5]1[CH:14]=[CH:13][C:8]([C:9]([OH:11])=[O:10])=[CH:7][CH:6]=1)=[O:4], predict the reactants needed to synthesize it. The reactants are: [CH3:1][N:2]([CH2:15][CH2:16][O:17][CH3:18])[C:3]([C:5]1[CH:14]=[CH:13][C:8]([C:9]([O:11]C)=[O:10])=[CH:7][CH:6]=1)=[O:4].[OH-].[Na+].